This data is from Full USPTO retrosynthesis dataset with 1.9M reactions from patents (1976-2016). The task is: Predict the reactants needed to synthesize the given product. (1) The reactants are: Br[C:2]1[CH:9]=[CH:8][C:5]([C:6]#[N:7])=[C:4]([OH:10])[CH:3]=1.[CH3:11][C:12]1[N:13]=[CH:14][S:15][CH:16]=1.C([O-])(=O)C.[K+].O. Given the product [OH:10][C:4]1[CH:3]=[C:2]([C:16]2[S:15][CH:14]=[N:13][C:12]=2[CH3:11])[CH:9]=[CH:8][C:5]=1[C:6]#[N:7], predict the reactants needed to synthesize it. (2) The reactants are: [N:1]1[CH:6]=[CH:5][CH:4]=[CH:3][C:2]=1[C:7]1[N:11]=[C:10]([C:12]2[CH:17]=[C:16]([OH:18])[CH:15]=[C:14]([C:19]#[N:20])[CH:13]=2)[O:9][N:8]=1.C(=O)([O-])[O-].[K+].[K+].Cl.[CH3:28][N:29]([CH3:33])[CH2:30][CH2:31]Cl. Given the product [N:1]1[CH:6]=[CH:5][CH:4]=[CH:3][C:2]=1[C:7]1[N:11]=[C:10]([C:12]2[CH:17]=[C:16]([O:18][CH2:31][CH2:30][N:29]([CH3:33])[CH3:28])[CH:15]=[C:14]([C:19]#[N:20])[CH:13]=2)[O:9][N:8]=1, predict the reactants needed to synthesize it. (3) Given the product [Cl:8][C@H:37]1[C:38]2[C:39](=[N:40][CH:41]=[CH:42][CH:43]=2)[C@H:44]([O:47][Si:48]([CH:55]([CH3:57])[CH3:56])([CH:52]([CH3:54])[CH3:53])[CH:49]([CH3:51])[CH3:50])[CH2:45][CH2:46][C@H:36]1[C:30]1[CH:31]=[CH:32][CH:33]=[C:34]([F:35])[C:29]=1[F:28], predict the reactants needed to synthesize it. The reactants are: C1C(=O)N([Cl:8])C(=O)C1.C1(P(C2C=CC=CC=2)C2C=CC=CC=2)C=CC=CC=1.[F:28][C:29]1[C:34]([F:35])=[CH:33][CH:32]=[CH:31][C:30]=1[C@@H:36]1[CH2:46][CH2:45][C@@H:44]([O:47][Si:48]([CH:55]([CH3:57])[CH3:56])([CH:52]([CH3:54])[CH3:53])[CH:49]([CH3:51])[CH3:50])[C:39]2=[N:40][CH:41]=[CH:42][CH:43]=[C:38]2[C@H:37]1O. (4) Given the product [CH3:18][O:12][C:8]1[CH:9]=[C:10]2[C:5]([CH2:4][CH2:3][C:2]([N:13]3[CH2:17][CH2:16][CH2:15][CH2:14]3)=[CH:11]2)=[CH:6][CH:7]=1, predict the reactants needed to synthesize it. The reactants are: O[C:2]1[CH:11]=[C:10]2[C:5]([CH2:6][CH2:7][C:8](=[O:12])[CH2:9]2)=[CH:4][CH:3]=1.[NH:13]1[CH2:17][CH2:16][CH2:15][CH2:14]1.[CH3:18]O.